From a dataset of NCI-60 drug combinations with 297,098 pairs across 59 cell lines. Regression. Given two drug SMILES strings and cell line genomic features, predict the synergy score measuring deviation from expected non-interaction effect. Drug 1: CC1=CC2C(CCC3(C2CCC3(C(=O)C)OC(=O)C)C)C4(C1=CC(=O)CC4)C. Drug 2: C1C(C(OC1N2C=C(C(=O)NC2=O)F)CO)O. Cell line: SW-620. Synergy scores: CSS=26.2, Synergy_ZIP=-2.87, Synergy_Bliss=-6.81, Synergy_Loewe=-21.4, Synergy_HSA=-8.36.